Dataset: Forward reaction prediction with 1.9M reactions from USPTO patents (1976-2016). Task: Predict the product of the given reaction. (1) Given the reactants [C:1]([C:3]1[CH:4]=[C:5]2[C:10](=[CH:11][C:12]=1[O:13][C:14]1[CH:22]=[CH:21][C:17]([C:18]([OH:20])=O)=[CH:16][CH:15]=1)[O:9][CH2:8][CH2:7][CH:6]2[C:23]([O:25][CH3:26])=[O:24])#[N:2].C(Cl)(=O)C(Cl)=O.[CH2:33]1[C:42]2[C:37](=[CH:38][CH:39]=[CH:40][CH:41]=2)[CH2:36][CH2:35][CH:34]1[NH2:43].CCN(C(C)C)C(C)C, predict the reaction product. The product is: [CH2:33]1[C:42]2[C:37](=[CH:38][CH:39]=[CH:40][CH:41]=2)[CH2:36][CH2:35][CH:34]1[NH:43][C:18]([C:17]1[CH:16]=[CH:15][C:14]([O:13][C:12]2[CH:11]=[C:10]3[C:5]([CH:6]([C:23]([O:25][CH3:26])=[O:24])[CH2:7][CH2:8][O:9]3)=[CH:4][C:3]=2[C:1]#[N:2])=[CH:22][CH:21]=1)=[O:20]. (2) Given the reactants Cl[C:2]1[C:7]2[N:8]=[C:9]([S:12][CH3:13])[N:10]=[CH:11][C:6]=2[CH:5]=[CH:4][N:3]=1.C(O)(=O)C(O)=O.[CH2:20]1[C:23]2([CH2:27][CH2:26][NH:25][CH2:24]2)[CH2:22][O:21]1.[CH2:20]1[C:23]2([CH2:27][CH2:26][NH:25][CH2:24]2)[CH2:22][O:21]1, predict the reaction product. The product is: [CH3:13][S:12][C:9]1[N:10]=[CH:11][C:6]2[CH:5]=[CH:4][N:3]=[C:2]([N:25]3[CH2:26][CH2:27][C:23]4([CH2:20][O:21][CH2:22]4)[CH2:24]3)[C:7]=2[N:8]=1. (3) Given the reactants [N:1]1([CH2:5][C:6]([CH3:25])([CH3:24])[O:7][C:8]2[CH:9]=[CH:10][C:11]([NH:14][C:15]3[C:16](=[O:23])[N:17]([CH3:22])[N:18]=[C:19](Cl)[CH:20]=3)=[N:12][CH:13]=2)[CH2:4][CH2:3][CH2:2]1.[C:26]([C:30]1[CH:31]=[C:32]2[C:37](=[CH:38][CH:39]=1)[C:36](=[O:40])[N:35]([C:41]1[CH:51]=[CH:50][CH:49]=[C:48](B3OC(C)(C)C(C)(C)O3)[C:42]=1[CH2:43][O:44][C:45](=[O:47])[CH3:46])[N:34]=[CH:33]2)([CH3:29])([CH3:28])[CH3:27].CC(C1C=C(C(C)C)C(C2C=CC=CC=2P(C2CCCCC2)C2CCCCC2)=C(C(C)C)C=1)C.[O-:95]P([O-])([O-])=O.[K+].[K+].[K+], predict the reaction product. The product is: [C:26]([C:30]1[CH:31]=[C:32]2[C:37](=[CH:38][CH:39]=1)[C:36](=[O:40])[N:35]([C:41]1[CH:51]=[CH:50][CH:49]=[C:48]([C:19]3[CH:20]=[C:15]([NH:14][C:11]4[CH:10]=[CH:9][C:8]([O:7][C:6]([CH3:25])([CH3:24])[CH2:5][NH:1][CH2:4][CH2:3][CH2:2][OH:95])=[CH:13][N:12]=4)[C:16](=[O:23])[N:17]([CH3:22])[N:18]=3)[C:42]=1[CH2:43][O:44][C:45](=[O:47])[CH3:46])[N:34]=[CH:33]2)([CH3:27])([CH3:28])[CH3:29]. (4) Given the reactants [OH:1][O:2][S:3]([O-:5])=O.[K+].[CH3:7][S:8][C:9]1[N:14]=[C:13]([C:15]2[N:16]=[CH:17][S:18][C:19]=2[C:20]#[N:21])[CH:12]=[CH:11][N:10]=1.[CH3:22]O, predict the reaction product. The product is: [CH3:22][S:3]([C:9]1[N:14]=[C:13]([C:15]2[N:16]=[CH:17][S:18][C:19]=2[C:20]#[N:21])[CH:12]=[CH:11][N:10]=1)(=[O:5])=[O:2].[CH3:7][S:8]([C:9]1[N:14]=[C:13]([C:15]2[N:16]=[CH:17][S:18][C:19]=2[C:20]#[N:21])[CH:12]=[CH:11][N:10]=1)=[O:1].